This data is from Full USPTO retrosynthesis dataset with 1.9M reactions from patents (1976-2016). The task is: Predict the reactants needed to synthesize the given product. (1) Given the product [F:15][C:12]1[C:13]2[CH2:14][NH:6][C:7](=[O:32])[C:8]=2[C:9]([C:26]2[CH:27]=[N:28][N:29]([CH3:31])[CH:30]=2)=[N:10][C:11]=1[NH:16][C@H:17]([CH2:22][CH:23]([CH3:25])[CH3:24])[C:18]([NH:20][CH3:21])=[O:19], predict the reactants needed to synthesize it. The reactants are: COC1C=C(OC)C=CC=1C[N:6]1[CH2:14][C:13]2[C:12]([F:15])=[C:11]([NH:16][C@H:17]([CH2:22][CH:23]([CH3:25])[CH3:24])[C:18]([NH:20][CH3:21])=[O:19])[N:10]=[C:9]([C:26]3[CH:27]=[N:28][N:29]([CH3:31])[CH:30]=3)[C:8]=2[C:7]1=[O:32]. (2) Given the product [Br:1][C:2]1[C:6]([C:7]([OH:9])=[O:8])=[CH:5][N:4]([C:12]2[CH:13]=[N:14][CH:15]=[CH:16][CH:17]=2)[N:3]=1, predict the reactants needed to synthesize it. The reactants are: [Br:1][C:2]1[C:6]([C:7]([O:9]CC)=[O:8])=[CH:5][N:4]([C:12]2[CH:13]=[N:14][CH:15]=[CH:16][CH:17]=2)[N:3]=1.[OH-].[K+].O.Cl. (3) Given the product [C:5]1([C:3]2[N:11]=[C:12]([C:13]([O:15][CH2:16][CH3:17])=[O:14])[S:18][CH:2]=2)[CH:10]=[CH:9][CH:8]=[CH:7][CH:6]=1, predict the reactants needed to synthesize it. The reactants are: Br[CH2:2][C:3]([C:5]1[CH:10]=[CH:9][CH:8]=[CH:7][CH:6]=1)=O.[NH2:11][C:12](=[S:18])[C:13]([O:15][CH2:16][CH3:17])=[O:14]. (4) Given the product [CH3:1][N:2]1[C:10]2[C:5](=[CH:6][CH:7]=[CH:8][CH:9]=2)[C:4]([CH3:11])=[C:3]1[CH2:12][NH:23][CH3:22], predict the reactants needed to synthesize it. The reactants are: [CH3:1][N:2]1[C:10]2[C:5](=[CH:6][CH:7]=[CH:8][CH:9]=2)[C:4]([CH3:11])=[C:3]1[CH:12]=O.CN.CO.CC(O)=O.[C:22]([BH3-])#[N:23].[Na+]. (5) The reactants are: [CH3:1][O:2][CH2:3][O:4][C:5]1[CH:6]=[N:7][CH:8]=[CH:9][C:10]=1[C@@H:11]1[CH2:16][CH2:15][N:14]([C:17]([O:19][C:20]([CH3:23])([CH3:22])[CH3:21])=[O:18])[CH2:13][C@H:12]1[C:24]([O:26][CH2:27][CH3:28])=[O:25].ClC1C=C(C=CC=1)C(OO)=[O:34]. Given the product [CH3:1][O:2][CH2:3][O:4][C:5]1[CH:6]=[N+:7]([O-:34])[CH:8]=[CH:9][C:10]=1[C@@H:11]1[CH2:16][CH2:15][N:14]([C:17]([O:19][C:20]([CH3:23])([CH3:21])[CH3:22])=[O:18])[CH2:13][C@H:12]1[C:24]([O:26][CH2:27][CH3:28])=[O:25], predict the reactants needed to synthesize it.